From a dataset of Forward reaction prediction with 1.9M reactions from USPTO patents (1976-2016). Predict the product of the given reaction. (1) Given the reactants [CH3:1][O:2][C:3]([C:5]1[CH:10]([C:11]2[CH:16]=[CH:15][C:14]([C:17]#[N:18])=[CH:13][C:12]=2[CH:19]=[O:20])[N:9]2[C:21](=[O:24])[NH:22][N:23]=[C:8]2[N:7]([C:25]2[CH:30]=[CH:29][CH:28]=[C:27]([C:31]([F:34])([F:33])[F:32])[CH:26]=2)[C:6]=1[CH3:35])=[O:4].P([O-])(O)(O)=[O:37].[Na+].CC(=CC)C.Cl([O-])=O.[Na+].Cl, predict the reaction product. The product is: [CH3:1][O:2][C:3]([C:5]1[CH:10]([C:11]2[CH:16]=[CH:15][C:14]([C:17]#[N:18])=[CH:13][C:12]=2[C:19]([OH:37])=[O:20])[N:9]2[C:21](=[O:24])[NH:22][N:23]=[C:8]2[N:7]([C:25]2[CH:30]=[CH:29][CH:28]=[C:27]([C:31]([F:32])([F:34])[F:33])[CH:26]=2)[C:6]=1[CH3:35])=[O:4]. (2) Given the reactants [CH2:1]([O:3][CH:4]([O:18][CH2:19][CH3:20])[CH2:5][NH:6][CH2:7][C:8]1[CH:9]=[CH:10][CH:11]=[C:12]2[C:17]=1[N:16]=[CH:15][CH:14]=[CH:13]2)[CH3:2].[CH:21]1[C:33]2[CH:32]([CH2:34][O:35][C:36]([NH:38][C@@H:39]([CH2:43][C:44]3[CH:49]=[CH:48][C:47]([O:50][C:51]([CH3:54])([CH3:53])[CH3:52])=[CH:46][CH:45]=3)[C:40](O)=[O:41])=[O:37])[C:31]3[C:26](=[CH:27][CH:28]=[CH:29][CH:30]=3)[C:25]=2[CH:24]=[CH:23][CH:22]=1, predict the reaction product. The product is: [C:51]([O:50][C:47]1[CH:46]=[CH:45][C:44]([CH2:43][C@H:39]([NH:38][C:36](=[O:37])[O:35][CH2:34][CH:32]2[C:33]3[CH:21]=[CH:22][CH:23]=[CH:24][C:25]=3[C:26]3[C:31]2=[CH:30][CH:29]=[CH:28][CH:27]=3)[C:40]([N:6]([CH2:5][CH:4]([O:3][CH2:1][CH3:2])[O:18][CH2:19][CH3:20])[CH2:7][C:8]2[CH:9]=[CH:10][CH:11]=[C:12]3[C:17]=2[N:16]=[CH:15][CH:14]=[CH:13]3)=[O:41])=[CH:49][CH:48]=1)([CH3:54])([CH3:52])[CH3:53]. (3) Given the reactants [CH:1]([S:4]([C:7]1[CH:16]=[CH:15][C:14]2[C:9](=[CH:10][CH:11]=[CH:12][CH:13]=2)[CH:8]=1)(=[O:6])=[O:5])([CH3:3])[CH3:2].C([Li])CCC.CCCCCC.I[CH2:29][CH2:30][C:31]([O:33][CH3:34])=[O:32], predict the reaction product. The product is: [CH3:3][C:1]([S:4]([C:7]1[CH:16]=[CH:15][C:14]2[C:9](=[CH:10][CH:11]=[CH:12][CH:13]=2)[CH:8]=1)(=[O:6])=[O:5])([CH3:2])[CH2:29][CH2:30][C:31]([O:33][CH3:34])=[O:32].